Dataset: Forward reaction prediction with 1.9M reactions from USPTO patents (1976-2016). Task: Predict the product of the given reaction. (1) Given the reactants [P:1]([Cl:14])(Cl)(=[O:12])[O:2][C:3]1[CH:8]=[CH:7][C:6]([N+:9]([O-:11])=[O:10])=[CH:5][CH:4]=1.[CH2:15]([OH:31])[CH2:16][CH2:17][CH2:18][CH2:19][CH2:20]CCCCCCCCCC.CN1C=CN=C1, predict the reaction product. The product is: [P:1]([Cl:14])(=[O:12])([O:2][C:3]1[CH:4]=[CH:5][C:6]([N+:9]([O-:11])=[O:10])=[CH:7][CH:8]=1)[O:31][CH2:15][CH2:16][CH2:17][CH2:18][CH2:19][CH3:20]. (2) Given the reactants Br[C:2]1[CH:3]=[C:4]([C:8]2[C:20]([C:21]3[CH:26]=[CH:25][N:24]=[C:23]([NH:27][C:28]4[CH:33]=[CH:32][CH:31]=[C:30]([F:34])[CH:29]=4)[N:22]=3)=[C:11]3[CH:12]=[CH:13][C:14]([C:16]([F:19])([F:18])[F:17])=[CH:15][N:10]3[N:9]=2)[CH:5]=[CH:6][CH:7]=1.C([O-])([O-])=O.[Cs+].[Cs+].CC1(C)C2C(=C(P(C3C=CC=CC=3)C3C=CC=CC=3)C=CC=2)OC2C(P(C3C=CC=CC=3)C3C=CC=CC=3)=CC=CC1=2.[F:83][C:84]1[CH:92]=[CH:91][CH:90]=[C:89]([F:93])[C:85]=1[C:86]([NH2:88])=[O:87], predict the reaction product. The product is: [F:83][C:84]1[CH:92]=[CH:91][CH:90]=[C:89]([F:93])[C:85]=1[C:86]([NH:88][C:2]1[CH:7]=[CH:6][CH:5]=[C:4]([C:8]2[C:20]([C:21]3[CH:26]=[CH:25][N:24]=[C:23]([NH:27][C:28]4[CH:33]=[CH:32][CH:31]=[C:30]([F:34])[CH:29]=4)[N:22]=3)=[C:11]3[CH:12]=[CH:13][C:14]([C:16]([F:19])([F:18])[F:17])=[CH:15][N:10]3[N:9]=2)[CH:3]=1)=[O:87]. (3) Given the reactants I[C:2]1[CH:3]=[N:4][CH:5]=[CH:6][CH:7]=1.[NH:8]1[C:16]2[C:11](=[CH:12][CH:13]=[CH:14][C:15]=2[CH2:17][N:18]2[CH2:23][CH2:22][CH:21]([C:24]3[CH:25]=[C:26]([NH:30][C:31](=[O:35])[CH:32]([CH3:34])[CH3:33])[CH:27]=[CH:28][CH:29]=3)[CH2:20][CH2:19]2)[CH:10]=[CH:9]1, predict the reaction product. The product is: [CH3:34][CH:32]([CH3:33])[C:31]([NH:30][C:26]1[CH:27]=[CH:28][CH:29]=[C:24]([CH:21]2[CH2:20][CH2:19][N:18]([CH2:17][C:15]3[CH:14]=[CH:13][CH:12]=[C:11]4[C:16]=3[N:8]([C:2]3[CH:3]=[N:4][CH:5]=[CH:6][CH:7]=3)[CH:9]=[CH:10]4)[CH2:23][CH2:22]2)[CH:25]=1)=[O:35]. (4) Given the reactants [Cl:1][C:2]1[CH:19]=[CH:18][C:17]([C@H:20]2[C@H:25]([O:26]CC3C=CC=CC=3)[C@@H:24]([O:34]CC3C=CC=CC=3)[C@H:23]([O:42]CC3C=CC=CC=3)[C@@H:22]([CH2:50][O:51]CC3C=CC=CC=3)[O:21]2)=[CH:16][C:3]=1[CH2:4][C:5]1[N:6]=[N:7][C:8]2[CH:14]=[C:13]([CH3:15])[CH:12]=[CH:11][C:9]=2[N:10]=1.[Si](I)(C)(C)C, predict the reaction product. The product is: [Cl:1][C:2]1[CH:19]=[CH:18][C:17]([C@H:20]2[C@H:25]([OH:26])[C@@H:24]([OH:34])[C@H:23]([OH:42])[C@@H:22]([CH2:50][OH:51])[O:21]2)=[CH:16][C:3]=1[CH2:4][C:5]1[N:6]=[N:7][C:8]2[CH:14]=[C:13]([CH3:15])[CH:12]=[CH:11][C:9]=2[N:10]=1. (5) Given the reactants Br[CH2:2][C:3]1[CH:8]=[CH:7][CH:6]=[CH:5][C:4]=1[N+:9]([O-:11])=[O:10].[NH2:12][CH:13]1[CH2:18][CH2:17][N:16]([C:19]([O:21][C:22]([CH3:25])([CH3:24])[CH3:23])=[O:20])[CH2:15][CH2:14]1.O, predict the reaction product. The product is: [N+:9]([C:4]1[CH:5]=[CH:6][CH:7]=[CH:8][C:3]=1[CH2:2][NH:12][CH:13]1[CH2:14][CH2:15][N:16]([C:19]([O:21][C:22]([CH3:25])([CH3:24])[CH3:23])=[O:20])[CH2:17][CH2:18]1)([O-:11])=[O:10].